From a dataset of Full USPTO retrosynthesis dataset with 1.9M reactions from patents (1976-2016). Predict the reactants needed to synthesize the given product. (1) Given the product [C:24]([CH2:23][C:17]1[CH:18]=[CH:19][C:20]([O:21][CH3:22])=[C:15]([C:6]2[CH:7]=[CH:8][C:9]([C:11]([F:12])([F:13])[F:14])=[CH:10][C:5]=2[CH2:4][N:3]([CH2:1][CH3:2])[C:29]([CH:26]2[CH2:28][CH2:27]2)=[O:30])[CH:16]=1)#[N:25], predict the reactants needed to synthesize it. The reactants are: [CH2:1]([NH:3][CH2:4][C:5]1[CH:10]=[C:9]([C:11]([F:14])([F:13])[F:12])[CH:8]=[CH:7][C:6]=1[C:15]1[C:20]([O:21][CH3:22])=[CH:19][CH:18]=[C:17]([CH2:23][C:24]#[N:25])[CH:16]=1)[CH3:2].[CH:26]1([C:29](Cl)=[O:30])[CH2:28][CH2:27]1. (2) Given the product [N:1]1([C:5]2[CH:10]=[C:9]([C:21]3[CH:30]=[CH:29][C:28]4[N:27]=[CH:26][C:25]5[N:31]([CH3:42])[C:32](=[O:41])[N:33]([C:34]6[C:35]([CH3:40])=[N:36][CH:37]=[CH:38][CH:39]=6)[C:24]=5[C:23]=4[CH:22]=3)[CH:8]=[N:7][CH:6]=2)[CH2:2][CH2:3][CH2:4]1, predict the reactants needed to synthesize it. The reactants are: [N:1]1([C:5]2[CH:6]=[N:7][CH:8]=[C:9](B3OC(C)(C)C(C)(C)O3)[CH:10]=2)[CH2:4][CH2:3][CH2:2]1.Br[C:21]1[CH:30]=[CH:29][C:28]2[N:27]=[CH:26][C:25]3[N:31]([CH3:42])[C:32](=[O:41])[N:33]([C:34]4[C:35]([CH3:40])=[N:36][CH:37]=[CH:38][CH:39]=4)[C:24]=3[C:23]=2[CH:22]=1. (3) Given the product [F:32][C:2]([F:1])([F:31])[C:3]1[CH:8]=[CH:7][C:6]([C:9]2[O:10][C:11]3[CH:17]=[CH:16][C:15]([CH:18]4[CH2:23][CH2:22][N:21]([C:24]([O:26][C:27]([CH3:28])([CH3:29])[CH3:30])=[O:25])[CH2:20][CH2:19]4)=[CH:14][C:12]=3[N:13]=2)=[CH:5][CH:4]=1, predict the reactants needed to synthesize it. The reactants are: [F:1][C:2]([F:32])([F:31])[C:3]1[CH:8]=[CH:7][C:6]([C:9]2[O:10][C:11]3[CH:17]=[CH:16][C:15]([C:18]4[CH2:23][CH2:22][N:21]([C:24]([O:26][C:27]([CH3:30])([CH3:29])[CH3:28])=[O:25])[CH2:20][CH:19]=4)=[CH:14][C:12]=3[N:13]=2)=[CH:5][CH:4]=1.OCC1(OC[C@@H](O)[C@@H](O)[C@H]1O)O. (4) Given the product [CH3:1][N:2]1[CH2:18][CH2:17][C:5]2[N:6]([CH2:14][CH2:15][NH:16][C:25]([CH:19]3[CH2:24][CH2:23][CH2:22][CH2:21][CH2:20]3)=[O:26])[C:7]3[CH:8]=[CH:9][C:10]([CH3:13])=[CH:11][C:12]=3[C:4]=2[CH2:3]1, predict the reactants needed to synthesize it. The reactants are: [CH3:1][N:2]1[CH2:18][CH2:17][C:5]2[N:6]([CH2:14][CH2:15][NH2:16])[C:7]3[CH:8]=[CH:9][C:10]([CH3:13])=[CH:11][C:12]=3[C:4]=2[CH2:3]1.[CH:19]1([C:25](O)=[O:26])[CH2:24][CH2:23][CH2:22][CH2:21][CH2:20]1.C1(N=C=NC2CCCCC2)CCCCC1.